This data is from Reaction yield outcomes from USPTO patents with 853,638 reactions. The task is: Predict the reaction yield, written as a fraction of the theoretical maximum amount of product (1.0 means a 100% yield; for example, 0.34 means a 34% yield). (1) The reactants are Cl.[N:2]1([C:8]2[CH:13]=[CH:12][C:11]([NH:14][C:15]([C:17]3[N:18]=[C:19]([C:26]4[CH:31]=[CH:30][CH:29]=[CH:28][CH:27]=4)[O:20][C:21]=3[C:22]([F:25])([F:24])[F:23])=[O:16])=[CH:10][CH:9]=2)[CH2:7][CH2:6][NH:5][CH2:4][CH2:3]1.C(N(CC)CC)C.[CH2:39]([N:42]=[C:43]=[O:44])[CH2:40][CH3:41]. The catalyst is C1COCC1. The product is [CH2:39]([NH:42][C:43]([N:5]1[CH2:6][CH2:7][N:2]([C:8]2[CH:13]=[CH:12][C:11]([NH:14][C:15]([C:17]3[N:18]=[C:19]([C:26]4[CH:31]=[CH:30][CH:29]=[CH:28][CH:27]=4)[O:20][C:21]=3[C:22]([F:23])([F:25])[F:24])=[O:16])=[CH:10][CH:9]=2)[CH2:3][CH2:4]1)=[O:44])[CH2:40][CH3:41]. The yield is 0.810. (2) The reactants are Br[CH:2]([C:14]1[CH:19]=[CH:18][CH:17]=[CH:16][CH:15]=1)[C:3]([O:5][C@H:6]([C:8]1[CH:13]=[CH:12][CH:11]=[CH:10][CH:9]=1)[CH3:7])=[O:4].C(N(CC)CC)C.[CH3:27][C:28]1([OH:34])[CH2:33][CH2:32][NH:31][CH2:30][CH2:29]1. The catalyst is C1COCC1.[I-].C([N+](CCCC)(CCCC)CCCC)CCC.C(OCC)(=O)C. The product is [OH:34][C:28]1([CH3:27])[CH2:33][CH2:32][N:31]([C@H:2]([C:14]2[CH:19]=[CH:18][CH:17]=[CH:16][CH:15]=2)[C:3]([O:5][C@H:6]([C:8]2[CH:13]=[CH:12][CH:11]=[CH:10][CH:9]=2)[CH3:7])=[O:4])[CH2:30][CH2:29]1. The yield is 0.600. (3) The reactants are Br.[NH2:2][C:3]1[C:8]([CH:9]=O)=[CH:7][C:6]([Br:11])=[CH:5][N:4]=1.C(N(CC)CC)C.[NH2:19][CH2:20][CH2:21][CH2:22][N:23]1[CH2:28][CH2:27][O:26][CH2:25][CH2:24]1.[BH4-].[Na+]. The catalyst is CO. The product is [Br:11][C:6]1[CH:7]=[C:8]([CH2:9][NH:19][CH2:20][CH2:21][CH2:22][N:23]2[CH2:28][CH2:27][O:26][CH2:25][CH2:24]2)[C:3]([NH2:2])=[N:4][CH:5]=1. The yield is 0.540. (4) The reactants are C(OCC)(=O)C.[ClH:7].[F:8][C:9]([F:25])([O:15][C:16]1[CH:21]=[CH:20][C:19]([N+:22]([O-])=O)=[CH:18][CH:17]=1)[C:10]([O:12][CH2:13][CH3:14])=[O:11]. The catalyst is C(O)C.[C].[Pd]. The product is [ClH:7].[NH2:22][C:19]1[CH:20]=[CH:21][C:16]([O:15][C:9]([F:8])([F:25])[C:10]([O:12][CH2:13][CH3:14])=[O:11])=[CH:17][CH:18]=1. The yield is 0.830. (5) The reactants are [N:1]1[CH:6]=[CH:5][CH:4]=[CH:3][C:2]=1[CH2:7][N:8]([CH2:17][CH2:18][C:19]1[CH:24]=[CH:23][C:22]([S:25](=[O:28])(=[O:27])[NH2:26])=[CH:21][CH:20]=1)[CH2:9][C:10]([O:12]C(C)(C)C)=[O:11]. The catalyst is C(Cl)Cl.C(O)(C(F)(F)F)=O. The product is [N:1]1[CH:6]=[CH:5][CH:4]=[CH:3][C:2]=1[CH2:7][N:8]([CH2:17][CH2:18][C:19]1[CH:20]=[CH:21][C:22]([S:25](=[O:28])(=[O:27])[NH2:26])=[CH:23][CH:24]=1)[CH2:9][C:10]([OH:12])=[O:11]. The yield is 1.00. (6) The reactants are Br[CH:2]([C:14]1[CH:19]=[CH:18][CH:17]=[CH:16][CH:15]=1)[C:3]([O:5][C@H:6]([C:8]1[CH:13]=[CH:12][CH:11]=[CH:10][CH:9]=1)[CH3:7])=[O:4].C(N(CC)CC)C.[CH3:27][C:28]1([OH:34])[CH2:33][CH2:32][NH:31][CH2:30][CH2:29]1. The catalyst is C1COCC1.[I-].C([N+](CCCC)(CCCC)CCCC)CCC.C(OCC)(=O)C. The product is [OH:34][C:28]1([CH3:27])[CH2:33][CH2:32][N:31]([C@H:2]([C:14]2[CH:19]=[CH:18][CH:17]=[CH:16][CH:15]=2)[C:3]([O:5][C@H:6]([C:8]2[CH:13]=[CH:12][CH:11]=[CH:10][CH:9]=2)[CH3:7])=[O:4])[CH2:30][CH2:29]1. The yield is 0.600. (7) The reactants are [F:1][C:2]1[CH:12]=[C:11]([C:13]2[CH:18]=[CH:17][C:16]([O:19][CH2:20][CH:21]3[CH2:26][CH2:25][N:24]([CH2:27][C:28]([F:31])([CH3:30])[CH3:29])[CH2:23][CH2:22]3)=[CH:15][N:14]=2)[CH:10]=[CH:9][C:3]=1[C:4]([O:6]CC)=[O:5].O[Li].O. No catalyst specified. The product is [F:1][C:2]1[CH:12]=[C:11]([C:13]2[CH:18]=[CH:17][C:16]([O:19][CH2:20][CH:21]3[CH2:26][CH2:25][N:24]([CH2:27][C:28]([F:31])([CH3:29])[CH3:30])[CH2:23][CH2:22]3)=[CH:15][N:14]=2)[CH:10]=[CH:9][C:3]=1[C:4]([OH:6])=[O:5]. The yield is 0.990. (8) The reactants are [C:1]1([C:7](=O)[CH2:8][C:9]2[CH:14]=[CH:13][C:12]([CH3:15])=[CH:11][CH:10]=2)[CH:6]=[CH:5][CH:4]=[CH:3][CH:2]=1.[CH2:17]([O:19][C:20]1[CH:21]=[C:22]([CH:25]=[C:26]([N+:29]([O-:31])=[O:30])[C:27]=1[OH:28])[CH:23]=O)[CH3:18].[NH2:32][C:33]([NH2:35])=[O:34].Cl. The catalyst is C(O)C. The product is [CH2:17]([O:19][C:20]1[CH:21]=[C:22]([CH:23]2[C:8]([C:9]3[CH:14]=[CH:13][C:12]([CH3:15])=[CH:11][CH:10]=3)=[C:7]([C:1]3[CH:6]=[CH:5][CH:4]=[CH:3][CH:2]=3)[NH:35][C:33](=[O:34])[NH:32]2)[CH:25]=[C:26]([N+:29]([O-:31])=[O:30])[C:27]=1[OH:28])[CH3:18]. The yield is 0.149. (9) The reactants are [CH3:1][C:2]1[C:3]([C:8]([C@@H:10]2[CH2:14][CH2:13][C:12](=[O:15])[N:11]2[CH2:16][CH2:17][NH:18][C:19](=[O:25])[O:20][C:21]([CH3:24])([CH3:23])[CH3:22])=[O:9])=[N:4][CH:5]=[CH:6][CH:7]=1. The catalyst is C1COCC1. The product is [C:21]([O:20][C:19](=[O:25])[NH:18][CH2:17][CH2:16][N:11]1[C:12](=[O:15])[CH2:13][CH2:14][CH:10]1[C@H:8]([OH:9])[C:3]1[C:2]([CH3:1])=[CH:7][CH:6]=[CH:5][N:4]=1)([CH3:24])([CH3:22])[CH3:23]. The yield is 0.571. (10) The reactants are [CH:1]([C:4]1[CH:9]=[CH:8][C:7]([S:10]([NH:13][C:14]2[CH:15]=[C:16]3[C:20](=[CH:21][CH:22]=2)[CH2:19][CH:18]([CH2:23][NH:24][C:25](=O)[CH2:26][CH3:27])[CH2:17]3)(=[O:12])=[O:11])=[CH:6][CH:5]=1)([CH3:3])[CH3:2].Cl. The catalyst is C1COCC1.C(OCC)(=O)C. The product is [CH:1]([C:4]1[CH:5]=[CH:6][C:7]([S:10]([NH:13][C:14]2[CH:15]=[C:16]3[C:20](=[CH:21][CH:22]=2)[CH2:19][CH:18]([CH2:23][NH:24][CH2:25][CH2:26][CH3:27])[CH2:17]3)(=[O:12])=[O:11])=[CH:8][CH:9]=1)([CH3:3])[CH3:2]. The yield is 0.0700.